This data is from Full USPTO retrosynthesis dataset with 1.9M reactions from patents (1976-2016). The task is: Predict the reactants needed to synthesize the given product. (1) Given the product [NH2:1][C:2]1[CH:12]=[CH:11][C:10]([C:13]2[N:14]([C:23]([O:25][C:26]([CH3:29])([CH3:28])[CH3:27])=[O:24])[C:15]3[C:20]([C:21]=2[C:33]#[C:32][CH2:31][CH2:30][OH:34])=[CH:19][CH:18]=[CH:17][CH:16]=3)=[C:4]2[C:5]([NH:7][C:8](=[O:9])[C:3]=12)=[O:6], predict the reactants needed to synthesize it. The reactants are: [NH2:1][C:2]1[CH:12]=[CH:11][C:10]([C:13]2[N:14]([C:23]([O:25][C:26]([CH3:29])([CH3:28])[CH3:27])=[O:24])[C:15]3[C:20]([C:21]=2I)=[CH:19][CH:18]=[CH:17][CH:16]=3)=[C:4]2[C:5]([NH:7][C:8](=[O:9])[C:3]=12)=[O:6].[CH2:30]([OH:34])[CH2:31][C:32]#[CH:33].O. (2) Given the product [ClH:29].[NH:1]1[CH2:4][CH2:3][C@H:2]1[CH2:5][O:6][C:7]1[CH:8]=[C:9]([C:13]2[CH:14]=[C:15]([CH2:19][C@H:20]([OH:28])[CH2:21][C:22]3[CH:27]=[CH:26][CH:25]=[CH:24][CH:23]=3)[CH:16]=[CH:17][CH:18]=2)[CH:10]=[N:11][CH:12]=1, predict the reactants needed to synthesize it. The reactants are: [NH:1]1[CH2:4][CH2:3][C@H:2]1[CH2:5][O:6][C:7]1[CH:8]=[C:9]([C:13]2[CH:14]=[C:15]([CH2:19][C@H:20]([OH:28])[CH2:21][C:22]3[CH:27]=[CH:26][CH:25]=[CH:24][CH:23]=3)[CH:16]=[CH:17][CH:18]=2)[CH:10]=[N:11][CH:12]=1.[ClH:29]. (3) Given the product [Cl:37][C:29]1[CH:30]=[C:31]([CH:35]=[CH:36][C:28]=1[N:23]1[CH2:24][CH2:25][N:20]([C:17]2[CH:18]=[CH:19][C:14]([C:13](=[O:26])[NH:12][C:9]3[CH:10]=[C:11]4[C:6]([CH:5]=[CH:4][N:3]4[CH2:1][CH3:2])=[CH:7][CH:8]=3)=[CH:15][N:16]=2)[CH2:21][CH2:22]1)[C:32]([OH:34])=[O:33], predict the reactants needed to synthesize it. The reactants are: [CH2:1]([N:3]1[C:11]2[C:6](=[CH:7][CH:8]=[C:9]([NH:12][C:13](=[O:26])[C:14]3[CH:19]=[CH:18][C:17]([N:20]4[CH2:25][CH2:24][NH:23][CH2:22][CH2:21]4)=[N:16][CH:15]=3)[CH:10]=2)[CH:5]=[CH:4]1)[CH3:2].Br[C:28]1[CH:36]=[CH:35][C:31]([C:32]([OH:34])=[O:33])=[CH:30][C:29]=1[Cl:37].C(C1C=C(NC(C2C=CC(N3CCN(C4C=CC(C(O)=O)=CC=4)CC3)=C(F)C=2)=O)C=CC=1)(C)(C)C.